Predict the product of the given reaction. From a dataset of Forward reaction prediction with 1.9M reactions from USPTO patents (1976-2016). (1) Given the reactants [C:1]([NH:9][C:10]1[CH:15]=[CH:14][C:13]([N+:16]([O-])=O)=[CH:12][C:11]=1[NH:19][C:20](=[O:26])[O:21][C:22]([CH3:25])([CH3:24])[CH3:23])(=[O:8])[C:2]1[CH:7]=[CH:6][CH:5]=[CH:4][CH:3]=1.[Cl-].[NH4+], predict the reaction product. The product is: [NH2:16][C:13]1[CH:14]=[CH:15][C:10]([NH:9][C:1](=[O:8])[C:2]2[CH:3]=[CH:4][CH:5]=[CH:6][CH:7]=2)=[C:11]([NH:19][C:20](=[O:26])[O:21][C:22]([CH3:23])([CH3:24])[CH3:25])[CH:12]=1. (2) Given the reactants [CH3:1][O:2][C:3]1[CH:8]=[CH:7][C:6]([C:9]2[N:10]=[C:11]([N:22]3[CH2:27][CH2:26][NH:25][CH2:24][CH2:23]3)[S:12][C:13]=2[C:14]2[CH:19]=[CH:18][C:17]([O:20][CH3:21])=[CH:16][CH:15]=2)=[CH:5][CH:4]=1.ClC(Cl)(O[C:32](=[O:38])OC(Cl)(Cl)Cl)Cl.C(N(CC)CC)C.Cl.[CH3:48][NH:49][OH:50], predict the reaction product. The product is: [CH3:1][O:2][C:3]1[CH:8]=[CH:7][C:6]([C:9]2[N:10]=[C:11]([N:22]3[CH2:23][CH2:24][N:25]([C:32](=[O:38])[N:49]([OH:50])[CH3:48])[CH2:26][CH2:27]3)[S:12][C:13]=2[C:14]2[CH:15]=[CH:16][C:17]([O:20][CH3:21])=[CH:18][CH:19]=2)=[CH:5][CH:4]=1.